Dataset: Peptide-MHC class I binding affinity with 185,985 pairs from IEDB/IMGT. Task: Regression. Given a peptide amino acid sequence and an MHC pseudo amino acid sequence, predict their binding affinity value. This is MHC class I binding data. (1) The peptide sequence is IIITVGMLIY. The MHC is HLA-A31:01 with pseudo-sequence HLA-A31:01. The binding affinity (normalized) is 0.437. (2) The peptide sequence is GMFTNRSGS. The MHC is HLA-A68:01 with pseudo-sequence HLA-A68:01. The binding affinity (normalized) is 0. (3) The peptide sequence is QLSKSEFNTY. The MHC is HLA-A01:01 with pseudo-sequence HLA-A01:01. The binding affinity (normalized) is 0.331. (4) The MHC is HLA-A02:03 with pseudo-sequence HLA-A02:03. The peptide sequence is YMLKDSAPT. The binding affinity (normalized) is 0.851. (5) The peptide sequence is SAVRNDPAA. The MHC is H-2-Db with pseudo-sequence H-2-Db. The binding affinity (normalized) is 0.624. (6) The peptide sequence is WFSQRGGSYK. The MHC is HLA-A03:01 with pseudo-sequence HLA-A03:01. The binding affinity (normalized) is 0.515.